From a dataset of Full USPTO retrosynthesis dataset with 1.9M reactions from patents (1976-2016). Predict the reactants needed to synthesize the given product. (1) Given the product [CH3:1][CH:2]([O:4][C:5](=[O:22])[NH:6][C@H:7]1[C:16]2[C:11](=[CH:12][CH:13]=[C:14]([C:28]3[CH:29]=[CH:30][C:25]([CH:23]=[O:24])=[CH:26][CH:27]=3)[CH:15]=2)[N:10]([C:18](=[O:20])[CH3:19])[C@@H:9]([CH3:21])[CH2:8]1)[CH3:3], predict the reactants needed to synthesize it. The reactants are: [CH3:1][CH:2]([O:4][C:5](=[O:22])[NH:6][C@H:7]1[C:16]2[C:11](=[CH:12][CH:13]=[C:14](Br)[CH:15]=2)[N:10]([C:18](=[O:20])[CH3:19])[C@@H:9]([CH3:21])[CH2:8]1)[CH3:3].[CH:23]([C:25]1[CH:30]=[CH:29][C:28](B(O)O)=[CH:27][CH:26]=1)=[O:24].C(=O)([O-])[O-].[K+].[K+]. (2) The reactants are: [C:1]([CH:3]1[CH2:8][CH2:7][N:6]([C:9]([C@H:11]([NH:16][C:17]([C:19]2[C:27]3[N:26]=[C:25](Br)[CH:24]=[N:23][C:22]=3[N:21]([CH2:29][O:30][CH2:31][CH2:32][Si:33]([CH3:36])([CH3:35])[CH3:34])[CH:20]=2)=[O:18])[C:12]([CH3:15])([CH3:14])[CH3:13])=[O:10])[CH2:5][CH2:4]1)#[N:2].[CH3:37][N:38]1[CH:42]=[C:41]([Sn](CCCC)(CCCC)CCCC)[N:40]=[CH:39]1. Given the product [C:1]([CH:3]1[CH2:8][CH2:7][N:6]([C:9]([C@H:11]([NH:16][C:17]([C:19]2[C:27]3[C:22](=[N:23][CH:24]=[C:25]([C:41]4[N:40]=[CH:39][N:38]([CH3:37])[CH:42]=4)[N:26]=3)[N:21]([CH2:29][O:30][CH2:31][CH2:32][Si:33]([CH3:36])([CH3:35])[CH3:34])[CH:20]=2)=[O:18])[C:12]([CH3:15])([CH3:14])[CH3:13])=[O:10])[CH2:5][CH2:4]1)#[N:2], predict the reactants needed to synthesize it.